The task is: Predict the product of the given reaction.. This data is from Forward reaction prediction with 1.9M reactions from USPTO patents (1976-2016). (1) Given the reactants [O:1]([CH2:8][CH2:9][NH2:10])[C:2]1[CH:7]=[CH:6][CH:5]=[CH:4][CH:3]=1.[IH:11].CS[C:14]1[NH:23][CH2:22][C:21]2[C:16](=[CH:17][CH:18]=[CH:19][CH:20]=2)[N:15]=1, predict the reaction product. The product is: [IH:11].[N:15]1[C:16]2[C:21](=[CH:20][CH:19]=[CH:18][CH:17]=2)[CH2:22][NH:23][C:14]=1[NH:10][CH2:9][CH2:8][O:1][C:2]1[CH:7]=[CH:6][CH:5]=[CH:4][CH:3]=1. (2) Given the reactants [C:1](OC1C=CC(C2C=CC=CC=2)=CC=1)(=[O:4])[C:2]#[CH:3].[NH2:18][C:19]1[CH:24]=[CH:23][CH:22]=[CH:21][CH:20]=1.C(O)(=O)C#C.C1CCC(N=C=NC2CCCCC2)CC1, predict the reaction product. The product is: [C:19]1([NH:18][C:1](=[O:4])[C:2]#[CH:3])[CH:24]=[CH:23][CH:22]=[CH:21][CH:20]=1. (3) Given the reactants FC(F)(F)C(O)=O.[F:8][C:9]([F:32])([F:31])[O:10][C:11]1[CH:16]=[CH:15][C:14]([C:17]2[O:21][N:20]=[C:19]([CH:22]3[CH2:25][C:24]4([CH2:30][CH2:29][NH:28][CH2:27][CH2:26]4)[CH2:23]3)[N:18]=2)=[CH:13][CH:12]=1.Cl[C:34]([O:36][C:37]1[CH:42]=[CH:41][C:40]([N+:43]([O-:45])=[O:44])=[CH:39][CH:38]=1)=[O:35].FC(F)(F)C1C=CC(C2ON=C(C3CC4(CCN(C([O-])=O)CC4)C3)N=2)=CC=1, predict the reaction product. The product is: [F:32][C:9]([F:8])([F:31])[O:10][C:11]1[CH:16]=[CH:15][C:14]([C:17]2[O:21][N:20]=[C:19]([CH:22]3[CH2:25][C:24]4([CH2:26][CH2:27][N:28]([C:34]([O:36][C:37]5[CH:38]=[CH:39][C:40]([N+:43]([O-:45])=[O:44])=[CH:41][CH:42]=5)=[O:35])[CH2:29][CH2:30]4)[CH2:23]3)[N:18]=2)=[CH:13][CH:12]=1. (4) Given the reactants N([O-])=O.[Na+].[NH2:5][C:6]1[CH:7]=[C:8]([OH:12])[CH:9]=[CH:10][CH:11]=1.[N-:13]=[N+:14]=[N-].[Na+], predict the reaction product. The product is: [N:5]([C:6]1[CH:7]=[C:8]([OH:12])[CH:9]=[CH:10][CH:11]=1)=[N+:13]=[N-:14]. (5) Given the reactants [O:1]1[C:6]2[CH:7]=[CH:8][CH:9]=[CH:10][C:5]=2[N:4]([C:11]([N:13]2[CH2:17][CH:16]=[C:15](OS(C(F)(F)F)(=O)=O)[CH2:14]2)=[O:12])[CH2:3][CH2:2]1.[B:26]1([B:26]2[O:30][C:29]([CH3:32])([CH3:31])[C:28]([CH3:34])([CH3:33])[O:27]2)[O:30][C:29]([CH3:32])([CH3:31])[C:28]([CH3:34])([CH3:33])[O:27]1.C([O-])(=O)C.[K+], predict the reaction product. The product is: [O:1]1[C:6]2[CH:7]=[CH:8][CH:9]=[CH:10][C:5]=2[N:4]([C:11]([N:13]2[CH2:17][CH:16]=[C:15]([B:26]3[O:30][C:29]([CH3:32])([CH3:31])[C:28]([CH3:34])([CH3:33])[O:27]3)[CH2:14]2)=[O:12])[CH2:3][CH2:2]1.